From a dataset of NCI-60 drug combinations with 297,098 pairs across 59 cell lines. Regression. Given two drug SMILES strings and cell line genomic features, predict the synergy score measuring deviation from expected non-interaction effect. (1) Drug 2: C(CC(=O)O)C(=O)CN.Cl. Drug 1: C1=NC2=C(N1)C(=S)N=C(N2)N. Cell line: CAKI-1. Synergy scores: CSS=48.1, Synergy_ZIP=-1.60, Synergy_Bliss=1.01, Synergy_Loewe=-22.9, Synergy_HSA=3.54. (2) Drug 1: C1=CN(C(=O)N=C1N)C2C(C(C(O2)CO)O)O.Cl. Drug 2: CCC1(C2=C(COC1=O)C(=O)N3CC4=CC5=C(C=CC(=C5CN(C)C)O)N=C4C3=C2)O.Cl. Cell line: MDA-MB-231. Synergy scores: CSS=21.9, Synergy_ZIP=-7.74, Synergy_Bliss=-4.49, Synergy_Loewe=-0.845, Synergy_HSA=0.684. (3) Drug 1: C1C(C(OC1N2C=C(C(=O)NC2=O)F)CO)O. Drug 2: CCC1(CC2CC(C3=C(CCN(C2)C1)C4=CC=CC=C4N3)(C5=C(C=C6C(=C5)C78CCN9C7C(C=CC9)(C(C(C8N6C)(C(=O)OC)O)OC(=O)C)CC)OC)C(=O)OC)O.OS(=O)(=O)O. Cell line: MALME-3M. Synergy scores: CSS=6.82, Synergy_ZIP=-4.96, Synergy_Bliss=-1.87, Synergy_Loewe=-0.872, Synergy_HSA=-0.899. (4) Drug 1: CC1=C(C=C(C=C1)NC(=O)C2=CC=C(C=C2)CN3CCN(CC3)C)NC4=NC=CC(=N4)C5=CN=CC=C5. Drug 2: C(CC(=O)O)C(=O)CN.Cl. Cell line: HCT116. Synergy scores: CSS=0.400, Synergy_ZIP=0.289, Synergy_Bliss=-2.05, Synergy_Loewe=-8.15, Synergy_HSA=-5.22. (5) Drug 1: C1CC(C1)(C(=O)O)C(=O)O.[NH2-].[NH2-].[Pt+2]. Drug 2: C#CCC(CC1=CN=C2C(=N1)C(=NC(=N2)N)N)C3=CC=C(C=C3)C(=O)NC(CCC(=O)O)C(=O)O. Cell line: HS 578T. Synergy scores: CSS=58.0, Synergy_ZIP=2.77, Synergy_Bliss=-0.408, Synergy_Loewe=-27.7, Synergy_HSA=-1.19.